From a dataset of Full USPTO retrosynthesis dataset with 1.9M reactions from patents (1976-2016). Predict the reactants needed to synthesize the given product. (1) Given the product [CH2:23]([O:22][C:21](=[O:30])[NH:20][CH:17]1[CH2:16][CH2:15][CH:14]([CH2:13][NH:12][C:10]([NH2:9])=[S:11])[CH2:19][CH2:18]1)[C:24]1[CH:25]=[CH:26][CH:27]=[CH:28][CH:29]=1, predict the reactants needed to synthesize it. The reactants are: C([NH:9][C:10]([NH:12][CH2:13][CH:14]1[CH2:19][CH2:18][CH:17]([NH:20][C:21](=[O:30])[O:22][CH2:23][C:24]2[CH:29]=[CH:28][CH:27]=[CH:26][CH:25]=2)[CH2:16][CH2:15]1)=[S:11])(=O)C1C=CC=CC=1.C([O-])([O-])=O.[K+].[K+]. (2) The reactants are: Cl[C:2]1[N:7]=[C:6]([C:8]2[S:12][C:11]([C:13]([NH:16]C(=O)OC(C)(C)C)([CH3:15])[CH3:14])=[N:10][C:9]=2[C:24]2[CH:29]=[CH:28][CH:27]=[C:26]([NH:30][S:31]([C:34]3[C:39]([F:40])=[CH:38][CH:37]=[CH:36][C:35]=3[F:41])(=[O:33])=[O:32])[C:25]=2[F:42])[CH:5]=[CH:4][N:3]=1.[OH-].[NH4+:44]. Given the product [NH2:16][C:13]([C:11]1[S:12][C:8]([C:6]2[CH:5]=[CH:4][N:3]=[C:2]([NH2:44])[N:7]=2)=[C:9]([C:24]2[C:25]([F:42])=[C:26]([NH:30][S:31]([C:34]3[C:35]([F:41])=[CH:36][CH:37]=[CH:38][C:39]=3[F:40])(=[O:33])=[O:32])[CH:27]=[CH:28][CH:29]=2)[N:10]=1)([CH3:15])[CH3:14], predict the reactants needed to synthesize it. (3) The reactants are: [Cl:1][C:2]1[CH:7]=C(/C=C/C(N2CCN(C(=O)C)CC2)=O)C=[CH:4][C:3]=1[S:21][C:22]1[CH:27]=[CH:26][C:25](/[CH:28]=[CH:29]/[C:30]([N:32]2[CH2:37][CH2:36][N:35]([C:38](=[O:40])[CH3:39])[CH2:34][CH2:33]2)=[O:31])=[CH:24][C:23]=1[Cl:41].Cl[Sn]Cl. Given the product [Cl:1][C:2]1[CH:7]=[C:33]([NH2:32])[C:34]([NH2:35])=[CH:4][C:3]=1[S:21][C:22]1[CH:27]=[CH:26][C:25](/[CH:28]=[CH:29]/[C:30]([N:32]2[CH2:33][CH2:34][N:35]([C:38](=[O:40])[CH3:39])[CH2:36][CH2:37]2)=[O:31])=[CH:24][C:23]=1[Cl:41], predict the reactants needed to synthesize it. (4) Given the product [C:1]([C:3]([C:4]1[CH:5]=[CH:6][C:7]([NH:10][C:11](=[O:22])[C:12]2[CH:17]=[CH:16][C:15]([O:18][CH3:19])=[C:14]([O:20][CH3:21])[CH:13]=2)=[CH:8][CH:9]=1)([CH3:24])[CH3:23])(=[O:28])[NH2:2], predict the reactants needed to synthesize it. The reactants are: [C:1]([C:3]([CH3:24])([CH3:23])[C:4]1[CH:9]=[CH:8][C:7]([NH:10][C:11](=[O:22])[C:12]2[CH:17]=[CH:16][C:15]([O:18][CH3:19])=[C:14]([O:20][CH3:21])[CH:13]=2)=[CH:6][CH:5]=1)#[N:2].OO.C([O-])([O-])=[O:28].[K+].[K+]. (5) Given the product [ClH:26].[CH3:25][C:24]1[C:19]([C@H:8]([C:9]2[CH:14]=[CH:13][C:12]([C:15]([F:18])([F:16])[F:17])=[CH:11][CH:10]=2)[NH2:7])=[N:20][CH:21]=[CH:22][CH:23]=1, predict the reactants needed to synthesize it. The reactants are: CC([S@@]([NH:7][C@H:8]([C:19]1[C:24]([CH3:25])=[CH:23][CH:22]=[CH:21][N:20]=1)[C:9]1[CH:14]=[CH:13][C:12]([C:15]([F:18])([F:17])[F:16])=[CH:11][CH:10]=1)=O)(C)C.[ClH:26].O1CCOCC1. (6) Given the product [Cl:1][C:2]1[CH:3]=[C:4]([CH:15]2[CH2:16][CH2:17][CH2:12][CH:13]([CH3:22])[CH:14]2[C:19]([O:21][CH3:25])=[O:20])[CH:5]=[CH:6][C:7]=1[Cl:8], predict the reactants needed to synthesize it. The reactants are: [Cl:1][C:2]1[CH:3]=[C:4]([Mg]Br)[CH:5]=[CH:6][C:7]=1[Cl:8].C[CH:12]1[CH2:17][CH2:16][C:15](=O)[C:14]([C:19]([OH:21])=[O:20])=[C:13]1[CH3:22].[Cl-].[NH4+].[CH2:25]1COCC1. (7) Given the product [OH:8][C:9]1[CH:18]=[CH:17][CH:16]=[C:15]2[C:10]=1[C:11](=[O:27])[CH:12]=[C:13]([C:19]1[CH:24]=[CH:23][CH:22]=[CH:21][C:20]=1[O:25][CH3:26])[O:14]2, predict the reactants needed to synthesize it. The reactants are: C([O:8][C:9]1[CH:18]=[CH:17][CH:16]=[C:15]2[C:10]=1[C:11](=[O:27])[CH:12]=[C:13]([C:19]1[CH:24]=[CH:23][CH:22]=[CH:21][C:20]=1[O:25][CH3:26])[O:14]2)C1C=CC=CC=1.C(OCC)(=O)C.CCCCCC.